Dataset: Full USPTO retrosynthesis dataset with 1.9M reactions from patents (1976-2016). Task: Predict the reactants needed to synthesize the given product. (1) Given the product [F:24][CH:23]([F:25])[O:22][CH:21]=[C:20]([C:26]1[CH:31]=[CH:30][C:29]([CH3:32])=[CH:28][CH:27]=1)[C:19]([NH:18][CH:16]([CH3:17])[CH2:15][C:12]1[CH:13]=[CH:14][C:9]([OH:8])=[C:10]([O:34][CH3:35])[CH:11]=1)=[O:33], predict the reactants needed to synthesize it. The reactants are: C([O:8][C:9]1[CH:14]=[CH:13][C:12]([CH2:15][CH:16]([NH:18][C:19](=[O:33])[C:20]([C:26]2[CH:31]=[CH:30][C:29]([CH3:32])=[CH:28][CH:27]=2)=[CH:21][O:22][CH:23]([F:25])[F:24])[CH3:17])=[CH:11][C:10]=1[O:34][CH3:35])C1C=CC=CC=1.Br. (2) The reactants are: Cl[C:2]1[CH:11]=[CH:10][C:9]2[C:4](=[CH:5][CH:6]=[C:7]([N+:12]([O-:14])=[O:13])[CH:8]=2)[N:3]=1.[NH2:15][C@H:16]1[C:24]2[C:19](=[CH:20][CH:21]=[CH:22][CH:23]=2)[CH2:18][CH2:17]1. Given the product [N+:12]([C:7]1[CH:8]=[C:9]2[C:4](=[CH:5][CH:6]=1)[N:3]=[C:2]([NH:15][C@H:16]1[C:24]3[C:19](=[CH:20][CH:21]=[CH:22][CH:23]=3)[CH2:18][CH2:17]1)[CH:11]=[CH:10]2)([O-:14])=[O:13], predict the reactants needed to synthesize it. (3) Given the product [Cl:3][CH2:16][C:13]1[CH:12]=[C:11]([C:5]2[CH:10]=[CH:9][CH:8]=[CH:7][CH:6]=2)[O:15][N:14]=1, predict the reactants needed to synthesize it. The reactants are: S(Cl)([Cl:3])=O.[C:5]1([C:11]2[O:15][N:14]=[C:13]([CH2:16]O)[CH:12]=2)[CH:10]=[CH:9][CH:8]=[CH:7][CH:6]=1.O.